From a dataset of Peptide-MHC class II binding affinity with 134,281 pairs from IEDB. Regression. Given a peptide amino acid sequence and an MHC pseudo amino acid sequence, predict their binding affinity value. This is MHC class II binding data. (1) The peptide sequence is FGQNTGAIAAAEARY. The MHC is DRB1_1602 with pseudo-sequence DRB1_1602. The binding affinity (normalized) is 0.353. (2) The peptide sequence is RVIAQGPTATFEAMY. The MHC is DRB1_0301 with pseudo-sequence DRB1_0301. The binding affinity (normalized) is 0. (3) The peptide sequence is DVDQSLIIAARNIVR. The MHC is DRB1_0101 with pseudo-sequence DRB1_0101. The binding affinity (normalized) is 0.582. (4) The binding affinity (normalized) is 0.433. The peptide sequence is IMLLAYYIAAVNIES. The MHC is DRB1_1201 with pseudo-sequence DRB1_1201. (5) The peptide sequence is EKKYFAATQFEPLEA. The MHC is DRB1_0701 with pseudo-sequence DRB1_0701. The binding affinity (normalized) is 0.718. (6) The peptide sequence is YDKFNANVSTVLTGK. The MHC is DRB1_1602 with pseudo-sequence DRB1_1602. The binding affinity (normalized) is 0.575. (7) The peptide sequence is TPLVVYIPNYPYTTWSNIST. The MHC is DRB1_0401 with pseudo-sequence DRB1_0401. The binding affinity (normalized) is 0.380. (8) The peptide sequence is ALVLLILMTARTVYD. The MHC is DRB1_1501 with pseudo-sequence DRB1_1501. The binding affinity (normalized) is 0.905. (9) The peptide sequence is DMGFDAAALAPEHQP. The MHC is HLA-DQA10101-DQB10501 with pseudo-sequence HLA-DQA10101-DQB10501. The binding affinity (normalized) is 0.302. (10) The peptide sequence is IKHIYAISSAALSAS. The MHC is HLA-DQA10501-DQB10201 with pseudo-sequence HLA-DQA10501-DQB10201. The binding affinity (normalized) is 0.259.